This data is from Reaction yield outcomes from USPTO patents with 853,638 reactions. The task is: Predict the reaction yield, written as a fraction of the theoretical maximum amount of product (1.0 means a 100% yield; for example, 0.34 means a 34% yield). (1) The reactants are Br[C:2]1[N:3]([C:8]([O:10][C:11]([CH3:14])([CH3:13])[CH3:12])=[O:9])[C:4]([Br:7])=[CH:5][CH:6]=1.C([Li])CCC.Cl[C:21]([O:23][CH2:24][C:25]1[CH:30]=[CH:29][CH:28]=[CH:27][CH:26]=1)=[O:22].[Cl-].[NH4+]. The catalyst is C(OCC)C. The product is [Br:7][C:4]1[N:3]([C:8]([O:10][C:11]([CH3:14])([CH3:13])[CH3:12])=[O:9])[C:2]([C:21]([O:23][CH2:24][C:25]2[CH:30]=[CH:29][CH:28]=[CH:27][CH:26]=2)=[O:22])=[CH:6][CH:5]=1. The yield is 0.680. (2) The reactants are [CH3:1][Mg]Br.[Br:4][C:5]1[CH:12]=[CH:11][C:8]([CH:9]=[O:10])=[CH:7][C:6]=1[Cl:13].[Cl-].[NH4+]. The catalyst is O1CCCC1. The product is [Br:4][C:5]1[CH:12]=[CH:11][C:8]([CH:9]([OH:10])[CH3:1])=[CH:7][C:6]=1[Cl:13]. The yield is 0.810. (3) The reactants are [CH:1]([C@H:14]1[CH2:19][CH:18]=[CH:17][CH2:16][O:15]1)([C:8]1[CH:13]=[CH:12][CH:11]=[CH:10][CH:9]=1)[C:2]1[CH:7]=[CH:6][CH:5]=[CH:4][CH:3]=1.C1C=C(Cl)C=C(C(OO)=[O:28])C=1. No catalyst specified. The product is [CH:1]([C@H:14]1[CH2:19][C@H:18]2[C@H:17]([O:28]2)[CH2:16][O:15]1)([C:8]1[CH:9]=[CH:10][CH:11]=[CH:12][CH:13]=1)[C:2]1[CH:7]=[CH:6][CH:5]=[CH:4][CH:3]=1.[CH:1]([C@H:14]1[CH2:19][C@@H:18]2[C@@H:17]([O:28]2)[CH2:16][O:15]1)([C:8]1[CH:9]=[CH:10][CH:11]=[CH:12][CH:13]=1)[C:2]1[CH:7]=[CH:6][CH:5]=[CH:4][CH:3]=1. The yield is 0.520. (4) The product is [CH3:17][C:11]1[CH:12]=[CH:13][CH:14]=[C:15]([CH3:16])[C:10]=1[NH:9][C:7]([C:3]1[N:2]([NH:1][C:30](=[O:31])[C@@H:29]([NH:28][C:26](=[O:27])[O:25][CH2:18][C:19]2[CH:24]=[CH:23][CH:22]=[CH:21][CH:20]=2)[CH3:33])[CH:6]=[CH:5][CH:4]=1)=[O:8]. The yield is 0.750. No catalyst specified. The reactants are [NH2:1][N:2]1[CH:6]=[CH:5][CH:4]=[C:3]1[C:7]([NH:9][C:10]1[C:15]([CH3:16])=[CH:14][CH:13]=[CH:12][C:11]=1[CH3:17])=[O:8].[CH2:18]([O:25][C:26]([NH:28][C@@H:29]([CH3:33])[C:30](O)=[O:31])=[O:27])[C:19]1[CH:24]=[CH:23][CH:22]=[CH:21][CH:20]=1. (5) The reactants are [OH:1][CH:2]1[CH2:20][CH:19]2[N:4]([C:5](=[O:39])[CH:6]([NH:31][C:32]([O:34][C:35]([CH3:38])([CH3:37])[CH3:36])=[O:33])[CH2:7][CH2:8][CH2:9][O:10][CH2:11][CH:12]=[CH:13][CH:14]3[C:16]([C:22]([NH:24][S:25]([CH:28]4[CH2:30][CH2:29]4)(=[O:27])=[O:26])=[O:23])([NH:17][C:18]2=[O:21])[CH2:15]3)[CH2:3]1.[CH3:40][O:41][C:42]1[CH:43]=[C:44]([CH:48]=[CH:49][CH:50]=1)[C:45](Cl)=[O:46]. No catalyst specified. The product is [CH3:40][O:41][C:42]1[CH:43]=[C:44]([CH:48]=[CH:49][CH:50]=1)[C:45]([O:1][CH:2]1[CH2:20][CH:19]2[N:4]([C:5](=[O:39])[CH:6]([NH:31][C:32]([O:34][C:35]([CH3:36])([CH3:38])[CH3:37])=[O:33])[CH2:7][CH2:8][CH2:9][O:10][CH2:11][CH:12]=[CH:13][CH:14]3[C:16]([C:22]([NH:24][S:25]([CH:28]4[CH2:29][CH2:30]4)(=[O:26])=[O:27])=[O:23])([NH:17][C:18]2=[O:21])[CH2:15]3)[CH2:3]1)=[O:46]. The yield is 0.450. (6) The reactants are [NH2:1][C:2]1[N:6]([CH3:7])[N:5]=[C:4]([C:8]([O:10][CH3:11])=[O:9])[CH:3]=1.ClC(Cl)(O[C:16](=[O:22])OC(Cl)(Cl)Cl)Cl.CCN(C(C)C)C(C)C.[CH2:33]([NH2:37])[CH:34]([CH3:36])[CH3:35]. The yield is 0.830. The product is [CH2:33]([NH:37][C:16](=[O:22])[NH:1][C:2]1[N:6]([CH3:7])[N:5]=[C:4]([C:8]([O:10][CH3:11])=[O:9])[CH:3]=1)[CH:34]([CH3:36])[CH3:35]. The catalyst is C1COCC1. (7) The reactants are [NH2:1][C:2]1[CH:10]=[C:9]([F:11])[CH:8]=[C:7]([F:12])[C:3]=1[C:4]([NH2:6])=[O:5].C([Si](C)(C)[O:18][CH2:19][CH2:20][O:21][C:22]1[C:29]([CH3:30])=[CH:28][C:25]([CH:26]=O)=[CH:24][C:23]=1[CH3:31])(C)(C)C.S([O-])(O)=O.[Na+].C1(C)C=CC(S(O)(=O)=O)=CC=1.CCCC[N+](CCCC)(CCCC)CCCC.[F-]. The catalyst is CN(C)C(=O)C.O.C1COCC1.CO. The product is [F:12][C:7]1[CH:8]=[C:9]([F:11])[CH:10]=[C:2]2[C:3]=1[C:4](=[O:5])[NH:6][C:26]([C:25]1[CH:28]=[C:29]([CH3:30])[C:22]([O:21][CH2:20][CH2:19][OH:18])=[C:23]([CH3:31])[CH:24]=1)=[N:1]2. The yield is 0.0500. (8) The reactants are [CH3:1][C:2]1[N:3]([C:8]2[CH:12]=[C:11]([CH:13]([CH3:15])[CH3:14])[NH:10][N:9]=2)[C:4]([CH3:7])=[CH:5][CH:6]=1.[H-].[Na+].N[C@H:19](C(O)=O)CCSC.[Cl-].[NH4+]. The catalyst is C1COCC1.C(Cl)Cl. The product is [CH3:1][C:2]1[N:3]([C:8]2[N:9]([CH3:19])[N:10]=[C:11]([CH:13]([CH3:15])[CH3:14])[CH:12]=2)[C:4]([CH3:7])=[CH:5][CH:6]=1.[CH3:1][C:2]1[N:3]([C:8]2[CH:12]=[C:11]([CH:13]([CH3:15])[CH3:14])[N:10]([CH3:19])[N:9]=2)[C:4]([CH3:7])=[CH:5][CH:6]=1. The yield is 0.290. (9) The reactants are [CH3:1][CH:2]1[C:6]2[CH:7]=[CH:8][C:9]([C:11]([OH:13])=O)=[CH:10][C:5]=2[O:4][CH2:3]1.F[P-](F)(F)(F)(F)F.N1(OC(N(C)C)=[N+](C)C)C2N=CC=CC=2N=N1.C(N(CC)CC)C.[NH2:45][CH2:46][C:47]1[C:48]([OH:55])=[N:49][C:50]([CH3:54])=[CH:51][C:52]=1[CH3:53]. The catalyst is ClCCl. The product is [OH:55][C:48]1[C:47]([CH2:46][NH:45][C:11]([C:9]2[CH:8]=[CH:7][C:6]3[CH:2]([CH3:1])[CH2:3][O:4][C:5]=3[CH:10]=2)=[O:13])=[C:52]([CH3:53])[CH:51]=[C:50]([CH3:54])[N:49]=1. The yield is 0.430.